The task is: Predict the reaction yield, written as a fraction of the theoretical maximum amount of product (1.0 means a 100% yield; for example, 0.34 means a 34% yield).. This data is from Reaction yield outcomes from USPTO patents with 853,638 reactions. The reactants are Cl.[F:2][C:3]1[CH:4]=[C:5]([CH:43]=[CH:44][CH:45]=1)[CH2:6][N:7]1[CH:11]=[C:10]([C:12]2[C:20]3[C:15](=[N:16][CH:17]=[C:18]([C:21]4[CH:26]=[CH:25][C:24]([CH:27]5[CH2:32][CH2:31][NH:30][CH2:29][CH2:28]5)=[CH:23][CH:22]=4)[CH:19]=3)[N:14]([S:33]([C:36]3[CH:42]=[CH:41][C:39]([CH3:40])=[CH:38][CH:37]=3)(=[O:35])=[O:34])[CH:13]=2)[CH:9]=[N:8]1.[CH3:46][C@H:47]1[CH2:49][O:48]1.CCN(C(C)C)C(C)C. The catalyst is C(O)C. The product is [F:2][C:3]1[CH:4]=[C:5]([CH:43]=[CH:44][CH:45]=1)[CH2:6][N:7]1[CH:11]=[C:10]([C:12]2[C:20]3[C:15](=[N:16][CH:17]=[C:18]([C:21]4[CH:22]=[CH:23][C:24]([CH:27]5[CH2:28][CH2:29][N:30]([CH2:46][C@@H:47]([OH:48])[CH3:49])[CH2:31][CH2:32]5)=[CH:25][CH:26]=4)[CH:19]=3)[N:14]([S:33]([C:36]3[CH:37]=[CH:38][C:39]([CH3:40])=[CH:41][CH:42]=3)(=[O:34])=[O:35])[CH:13]=2)[CH:9]=[N:8]1. The yield is 0.990.